From a dataset of Forward reaction prediction with 1.9M reactions from USPTO patents (1976-2016). Predict the product of the given reaction. (1) Given the reactants [Cl:1][C:2]1[CH:3]=[C:4]([C@H:8]([O:22][CH2:23][CH2:24][NH:25][C:26]([O:28][CH3:29])=[O:27])[C@@H:9]2[CH2:14][CH2:13][CH2:12][N:11](C(OC(C)(C)C)=O)[CH2:10]2)[CH:5]=[CH:6][CH:7]=1.[C:30]([OH:36])([C:32]([F:35])([F:34])[F:33])=[O:31].C(Cl)Cl, predict the reaction product. The product is: [Cl:1][C:2]1[CH:3]=[C:4]([C@@H:8]([C@@H:9]2[CH2:14][CH2:13][CH2:12][NH:11][CH2:10]2)[O:22][CH2:23][CH2:24][NH:25][C:26](=[O:27])[O:28][CH3:29])[CH:5]=[CH:6][CH:7]=1.[C:30]([OH:36])([C:32]([F:35])([F:34])[F:33])=[O:31]. (2) Given the reactants [Br:1][C:2]1[CH:8]=[CH:7][C:5]([NH2:6])=[CH:4][CH:3]=1.C(N(CC)CC)C.[F:16][C:17]([F:28])([F:27])[C:18](O[C:18](=[O:19])[C:17]([F:28])([F:27])[F:16])=[O:19].C([O-])(O)=O.[Na+], predict the reaction product. The product is: [Br:1][C:2]1[CH:8]=[CH:7][C:5]([NH:6][C:18](=[O:19])[C:17]([F:28])([F:27])[F:16])=[CH:4][CH:3]=1. (3) The product is: [NH2:1][C:4]1[CH:5]=[C:6]([C:10]2[CH:15]=[CH:14][CH:13]=[C:12]([C:16]([O:18][CH3:19])=[O:17])[CH:11]=2)[CH:7]=[CH:8][CH:9]=1. Given the reactants [N+:1]([C:4]1[CH:5]=[C:6]([C:10]2[CH:15]=[CH:14][CH:13]=[C:12]([C:16]([O:18][CH3:19])=[O:17])[CH:11]=2)[CH:7]=[CH:8][CH:9]=1)([O-])=O.C(O)(=O)C, predict the reaction product. (4) Given the reactants Cl.[F:2][C:3]1[CH:8]=[CH:7][C:6]([C@H:9]2[C:14](=[O:15])[O:13][CH2:12][CH2:11][N:10]2[CH2:16][C:17]2[CH:22]=[CH:21][CH:20]=[CH:19][CH:18]=2)=[CH:5][CH:4]=1.COC(=O)C(N)C1C=CC(F)=CC=1.FC(F)(F)C(O)=O, predict the reaction product. The product is: [CH2:16]([N:10]1[CH:11]=[CH:12][O:13][C:14](=[O:15])[C@@H:9]1[C:6]1[CH:5]=[CH:4][C:3]([F:2])=[CH:8][CH:7]=1)[C:17]1[CH:18]=[CH:19][CH:20]=[CH:21][CH:22]=1.